From a dataset of Peptide-MHC class I binding affinity with 185,985 pairs from IEDB/IMGT. Regression. Given a peptide amino acid sequence and an MHC pseudo amino acid sequence, predict their binding affinity value. This is MHC class I binding data. (1) The peptide sequence is RLFFIDWEY. The MHC is HLA-A01:01 with pseudo-sequence HLA-A01:01. The binding affinity (normalized) is 0.0847. (2) The peptide sequence is TSKLNHHFP. The binding affinity (normalized) is 0.0847. The MHC is HLA-A26:02 with pseudo-sequence YYAMYRNNVAHTDANTLYIRYQNYTWAEWAYRWY.